Dataset: TCR-epitope binding with 47,182 pairs between 192 epitopes and 23,139 TCRs. Task: Binary Classification. Given a T-cell receptor sequence (or CDR3 region) and an epitope sequence, predict whether binding occurs between them. (1) The epitope is KLPDDFTGCV. The TCR CDR3 sequence is CASSQRTSGGADTQYF. Result: 0 (the TCR does not bind to the epitope). (2) The epitope is FLNRFTTTL. The TCR CDR3 sequence is CASSVLGTSGGAEQFF. Result: 0 (the TCR does not bind to the epitope). (3) The epitope is HLVDFQVTI. The TCR CDR3 sequence is CASILERGANTEAFF. Result: 1 (the TCR binds to the epitope). (4) The epitope is NYSGVVTTVMF. The TCR CDR3 sequence is CASRQNYGYTF. Result: 0 (the TCR does not bind to the epitope). (5) The epitope is RQLLFVVEV. The TCR CDR3 sequence is CASFRSAHTDTQYF. Result: 1 (the TCR binds to the epitope). (6) The epitope is YYRRATRRIR. The TCR CDR3 sequence is CASTKLALAYEHYF. Result: 0 (the TCR does not bind to the epitope). (7) The epitope is SLVKPSFYV. The TCR CDR3 sequence is CATSDSVKPYEQYF. Result: 0 (the TCR does not bind to the epitope).